From a dataset of Forward reaction prediction with 1.9M reactions from USPTO patents (1976-2016). Predict the product of the given reaction. (1) Given the reactants Cl.[N+:2]([C:5]1[CH:10]=[CH:9][C:8]([CH2:11][C:12](=[NH:14])[NH2:13])=[CH:7][CH:6]=1)([O-:4])=[O:3].[C:15]([CH:18]([CH2:23][C:24]([O:26][CH3:27])=[O:25])[C:19](OC)=[O:20])(=O)[CH3:16].C[O-].[Na+].S(Cl)(Cl)=O, predict the reaction product. The product is: [OH:20][C:19]1[C:18]([CH2:23][C:24]([O:26][CH3:27])=[O:25])=[C:15]([CH3:16])[N:13]=[C:12]([CH2:11][C:8]2[CH:7]=[CH:6][C:5]([N+:2]([O-:4])=[O:3])=[CH:10][CH:9]=2)[N:14]=1. (2) Given the reactants COC1[CH:4]=[C:5]2[C:14](=[CH:15]C=1)[CH:13](COS(C1C=CC(C)=CC=1)(=O)=O)[CH:12]([C:29]1[CH:34]=[CH:33][C:32]([O:35][CH3:36])=[CH:31][CH:30]=1)[CH:11]1[CH:6]2[CH2:7][CH2:8][CH2:9][CH2:10]1.[CH3:37][Mg]Br.[O:40]1[CH2:44][CH2:43][CH2:42][CH2:41]1, predict the reaction product. The product is: [CH2:14]([CH:13]1[CH:12]([C:29]2[CH:30]=[CH:31][C:32]([O:35][CH3:36])=[CH:33][CH:34]=2)[CH:11]2[CH:6]([CH2:7][CH2:8][CH2:9][CH2:10]2)[C:5]2[C:41]1=[CH:42][CH:43]=[C:44]([O:40][CH3:37])[CH:4]=2)[CH3:15].